Dataset: Forward reaction prediction with 1.9M reactions from USPTO patents (1976-2016). Task: Predict the product of the given reaction. (1) Given the reactants [CH2:1]([O:8][C:9]1[CH:14]=[CH:13][C:12]([CH2:15][CH2:16]C(N)=O)=[C:11]([O:20][CH2:21][O:22][CH3:23])[CH:10]=1)[C:2]1[CH:7]=[CH:6][CH:5]=[CH:4][CH:3]=1.Br[N:25]1C(=O)CCC1=O.[OH-].[K+], predict the reaction product. The product is: [CH2:1]([O:8][C:9]1[CH:14]=[CH:13][C:12]([CH2:15][CH2:16][NH2:25])=[C:11]([O:20][CH2:21][O:22][CH3:23])[CH:10]=1)[C:2]1[CH:7]=[CH:6][CH:5]=[CH:4][CH:3]=1. (2) Given the reactants [CH2:1]([N:8]1[C:13](=[O:14])[C:12]2[CH:15]=[CH:16][CH:17]=[N:18][C:11]=2[N:10]=[C:9]1[CH:19]([NH:22][CH2:23][CH2:24][N:25]([CH3:27])[CH3:26])[CH2:20][CH3:21])[C:2]1[CH:7]=[CH:6][CH:5]=[CH:4][CH:3]=1, predict the reaction product. The product is: [CH2:1]([N:8]1[C:13](=[O:14])[C:12]2[CH2:15][CH2:16][CH2:17][NH:18][C:11]=2[N:10]=[C:9]1[CH:19]([NH:22][CH2:23][CH2:24][N:25]([CH3:27])[CH3:26])[CH2:20][CH3:21])[C:2]1[CH:3]=[CH:4][CH:5]=[CH:6][CH:7]=1. (3) Given the reactants C([N:8]1[C:12]([CH:13]([C:15]2[CH:20]=[CH:19][CH:18]=[C:17]([CH3:21])[C:16]=2[CH3:22])O)=[CH:11][N:10]=[CH:9]1)C1C=CC=CC=1.O.[ClH:24].[H][H], predict the reaction product. The product is: [ClH:24].[CH3:22][C:16]1[C:17]([CH3:21])=[CH:18][CH:19]=[CH:20][C:15]=1[CH2:13][C:12]1[N:8]=[CH:9][NH:10][CH:11]=1. (4) Given the reactants CN(C)C=O.[C:6]([O:10][C:11]([NH:13][C:14]1([CH3:22])[C:18]2([CH2:20][CH2:19]2)[C:17](=[O:21])[NH:16][CH2:15]1)=[O:12])([CH3:9])([CH3:8])[CH3:7].[H-].[Na+].[CH2:25](Br)[C:26]1[CH:31]=[CH:30][CH:29]=[CH:28][CH:27]=1, predict the reaction product. The product is: [CH2:25]([N:16]1[CH2:15][C:14]([NH:13][C:11]([O:10][C:6]([CH3:9])([CH3:7])[CH3:8])=[O:12])([CH3:22])[C:18]2([CH2:19][CH2:20]2)[C:17]1=[O:21])[C:26]1[CH:31]=[CH:30][CH:29]=[CH:28][CH:27]=1.